Task: Predict the product of the given reaction.. Dataset: Forward reaction prediction with 1.9M reactions from USPTO patents (1976-2016) (1) Given the reactants Br[C:2]1[CH:7]=[N:6][C:5]2=[C:8]([NH:11][CH:12]3[CH2:17][CH2:16][N:15]([C:18]([O:20][CH2:21][CH3:22])=[O:19])[CH2:14][CH2:13]3)[S:9][N:10]=[C:4]2[CH:3]=1.[CH3:23][O:24][C:25]1[CH:26]=[C:27](B(O)O)[CH:28]=[CH:29][C:30]=1[O:31][CH3:32].C([O-])([O-])=O.[K+].[K+], predict the reaction product. The product is: [CH3:23][O:24][C:25]1[CH:26]=[C:27]([C:2]2[CH:7]=[N:6][C:5]3=[C:8]([NH:11][CH:12]4[CH2:17][CH2:16][N:15]([C:18]([O:20][CH2:21][CH3:22])=[O:19])[CH2:14][CH2:13]4)[S:9][N:10]=[C:4]3[CH:3]=2)[CH:28]=[CH:29][C:30]=1[O:31][CH3:32]. (2) Given the reactants [OH:1][C:2]1[C:3]([C:16]2[CH:17]=[C:18]([CH:24]=[CH:25][C:26]([O:28]CC)=[O:27])[CH:19]=[CH:20][C:21]=2[O:22][CH3:23])=[CH:4][C:5]2[C:6]([CH3:15])([CH3:14])[CH2:7][CH2:8][C:9]([CH3:13])([CH3:12])[C:10]=2[CH:11]=1.Br[CH2:32][CH2:33][CH2:34][CH2:35][CH2:36][C:37]([O:39][C:40]([CH3:43])([CH3:42])[CH3:41])=[O:38], predict the reaction product. The product is: [C:40]([O:39][C:37]([CH2:36][CH2:35][CH2:34][CH2:33][CH2:32][O:1][C:2]1[C:3]([C:16]2[CH:17]=[C:18]([CH:24]=[CH:25][C:26]([OH:28])=[O:27])[CH:19]=[CH:20][C:21]=2[O:22][CH3:23])=[CH:4][C:5]2[C:6]([CH3:15])([CH3:14])[CH2:7][CH2:8][C:9]([CH3:13])([CH3:12])[C:10]=2[CH:11]=1)=[O:38])([CH3:43])([CH3:42])[CH3:41]. (3) Given the reactants F[C:2]1[CH:7]=[C:6]([S:8]([CH3:11])(=[O:10])=[O:9])[CH:5]=[C:4]([F:12])[CH:3]=1.[Cl:13][C:14]1[CH:19]=[CH:18][C:17]([OH:20])=[CH:16][C:15]=1[N:21]1[C:25]2[CH:26]=[CH:27][CH:28]=[C:29]([Cl:30])[C:24]=2[N:23]=[C:22]1[CH3:31], predict the reaction product. The product is: [Cl:30][C:29]1[C:24]2[N:23]=[C:22]([CH3:31])[N:21]([C:15]3[CH:16]=[C:17]([O:20][C:2]4[CH:7]=[C:6]([S:8]([CH3:11])(=[O:10])=[O:9])[CH:5]=[C:4]([F:12])[CH:3]=4)[CH:18]=[CH:19][C:14]=3[Cl:13])[C:25]=2[CH:26]=[CH:27][CH:28]=1.